From a dataset of Peptide-MHC class II binding affinity with 134,281 pairs from IEDB. Regression. Given a peptide amino acid sequence and an MHC pseudo amino acid sequence, predict their binding affinity value. This is MHC class II binding data. (1) The peptide sequence is TEDDFKNIAAAGLNHV. The MHC is DRB1_1101 with pseudo-sequence DRB1_1101. The binding affinity (normalized) is 0.0955. (2) The peptide sequence is VYMDAVFEYTIDCDG. The MHC is HLA-DQA10102-DQB10501 with pseudo-sequence HLA-DQA10102-DQB10501. The binding affinity (normalized) is 0.